From a dataset of Full USPTO retrosynthesis dataset with 1.9M reactions from patents (1976-2016). Predict the reactants needed to synthesize the given product. (1) Given the product [CH3:18][N:13]([CH3:12])[C@@H:14]1[CH2:15][C@H:8]1[C:2]1[CH:7]=[CH:6][CH:5]=[CH:4][CH:3]=1, predict the reactants needed to synthesize it. The reactants are: Cl.[C:2]1([C@@H:8]2C[C@H]2N)[CH:7]=[CH:6][CH:5]=[CH:4][CH:3]=1.[CH3:12][N:13]1[CH2:18]CO[CH2:15][CH2:14]1.C=O.C([BH3-])#N.[Na+]. (2) Given the product [CH:13]1([CH2:16][NH:17][C:2]2[CH:9]=[CH:8][C:5]([C:6]#[N:7])=[CH:4][C:3]=2[N+:10]([O-:12])=[O:11])[CH2:15][CH2:14]1, predict the reactants needed to synthesize it. The reactants are: F[C:2]1[CH:9]=[CH:8][C:5]([C:6]#[N:7])=[CH:4][C:3]=1[N+:10]([O-:12])=[O:11].[CH:13]1([CH2:16][NH2:17])[CH2:15][CH2:14]1.